From a dataset of Reaction yield outcomes from USPTO patents with 853,638 reactions. Predict the reaction yield, written as a fraction of the theoretical maximum amount of product (1.0 means a 100% yield; for example, 0.34 means a 34% yield). (1) The reactants are [Br:1][C:2]1[CH:7]=[CH:6][C:5]([N:8]2[C:19]3[C:11](=[CH:12][C:13]4[O:17][CH:16]=[N:15][C:14]=4[C:18]=3[F:20])[N:10]([S:21]([CH:24]3[CH2:26][CH2:25]3)(=[O:23])=[O:22])C2=O)=[C:4]([Cl:28])[CH:3]=1.C[Si](C)(C)[O-].[K+]. The catalyst is C1COCC1. The product is [Br:1][C:2]1[CH:7]=[CH:6][C:5]([NH:8][C:19]2[C:11]([NH:10][S:21]([CH:24]3[CH2:25][CH2:26]3)(=[O:22])=[O:23])=[CH:12][C:13]3[O:17][CH:16]=[N:15][C:14]=3[C:18]=2[F:20])=[C:4]([Cl:28])[CH:3]=1. The yield is 0.634. (2) The reactants are [CH2:1]([NH:8][C:9](=[O:31])[N:10]([C:12]1[CH:13]=[C:14]([C:18]2[CH:23]=[CH:22][C:21](/[CH:24]=[CH:25]/[C:26]([O:28][CH3:29])=[O:27])=[CH:20][C:19]=2[OH:30])[CH:15]=[CH:16][CH:17]=1)[CH3:11])[CH2:2][CH2:3][CH2:4][CH2:5][CH2:6][CH3:7].C(O)(=O)C. The catalyst is CO.C(OCC)(=O)C.[Pd]. The product is [CH2:1]([NH:8][C:9](=[O:31])[N:10]([C:12]1[CH:13]=[C:14]([C:18]2[CH:23]=[CH:22][C:21]([CH2:24][CH2:25][C:26]([O:28][CH3:29])=[O:27])=[CH:20][C:19]=2[OH:30])[CH:15]=[CH:16][CH:17]=1)[CH3:11])[CH2:2][CH2:3][CH2:4][CH2:5][CH2:6][CH3:7]. The yield is 0.600. (3) The reactants are [CH3:1][O:2][C:3]1[CH:8]=[CH:7][CH:6]=[CH:5][C:4]=1[N:9]1[CH2:14][CH2:13][N:12]([CH2:15][CH2:16][CH:17]([C:24]([CH:26]2[CH2:31][CH2:30][CH2:29][CH2:28][CH2:27]2)=[O:25])[C:18]2[CH:23]=[CH:22][CH:21]=[CH:20][CH:19]=2)[CH2:11][CH2:10]1.CC(C[Al]CC(C)C)C. The catalyst is C(Cl)Cl. The product is [CH3:1][O:2][C:3]1[CH:8]=[CH:7][CH:6]=[CH:5][C:4]=1[N:9]1[CH2:10][CH2:11][N:12]([CH2:15][CH2:16][CH:17]([C:18]2[CH:23]=[CH:22][CH:21]=[CH:20][CH:19]=2)[CH:24]([CH:26]2[CH2:31][CH2:30][CH2:29][CH2:28][CH2:27]2)[OH:25])[CH2:13][CH2:14]1. The yield is 0.780. (4) The reactants are [CH3:1][C:2]1[O:6][N:5]=[C:4]([C:7]2[CH:12]=[CH:11][CH:10]=[CH:9][CH:8]=2)[C:3]=1[CH2:13][O:14][C:15]1[CH:23]=[CH:22][C:18]([C:19]([OH:21])=O)=[CH:17][N:16]=1.[NH2:24][CH2:25][CH2:26][CH2:27][OH:28]. No catalyst specified. The product is [OH:28][CH2:27][CH2:26][CH2:25][NH:24][C:19](=[O:21])[C:18]1[CH:22]=[CH:23][C:15]([O:14][CH2:13][C:3]2[C:4]([C:7]3[CH:8]=[CH:9][CH:10]=[CH:11][CH:12]=3)=[N:5][O:6][C:2]=2[CH3:1])=[N:16][CH:17]=1. The yield is 0.840. (5) The reactants are [C:1]([C:3]1[CH:12]=[CH:11][CH:10]=[C:9]2[C:4]=1[CH2:5][CH2:6][C:7](=[O:13])[NH:8]2)#N.C(O)=[O:15]. The catalyst is [Ni]. The product is [O:13]=[C:7]1[CH2:6][CH2:5][C:4]2[C:3]([CH:1]=[O:15])=[CH:12][CH:11]=[CH:10][C:9]=2[NH:8]1. The yield is 0.760. (6) The reactants are O[CH2:2][C:3]1[N:7]([CH2:8][C:9]([O:11][CH2:12][CH3:13])=[O:10])[N:6]=[C:5]([N+:14]([O-:16])=[O:15])[CH:4]=1.O=S(Cl)[Cl:19]. The catalyst is C(Cl)(Cl)Cl. The product is [Cl:19][CH2:2][C:3]1[N:7]([CH2:8][C:9]([O:11][CH2:12][CH3:13])=[O:10])[N:6]=[C:5]([N+:14]([O-:16])=[O:15])[CH:4]=1. The yield is 0.680. (7) The reactants are C1C=CC(P(C2C=CC=CC=2)C2C=CC=CC=2)=CC=1.[C:20]([N:39]1[C:43]([C:44]2[CH:49]=[CH:48][CH:47]=[CH:46][C:45]=2B(O)O)=[N:42][N:41]=[N:40]1)([C:33]1[CH:38]=[CH:37][CH:36]=[CH:35][CH:34]=1)([C:27]1[CH:32]=[CH:31][CH:30]=[CH:29][CH:28]=1)[C:21]1[CH:26]=[CH:25][CH:24]=[CH:23][CH:22]=1.C([O-])([O-])=O.[K+].[K+].Br[C:60]1[CH:61]=[C:62]2[C:66](=[CH:67][CH:68]=1)[C@@H:65]([N:69]1[C:73]3=[N:74][C:75]([CH2:79][O:80][CH3:81])=[CH:76][C:77]([CH3:78])=[C:72]3[N:71]=[C:70]1[CH2:82][CH3:83])[CH2:64][CH2:63]2.O. The catalyst is COCCOC.CC([O-])=O.CC([O-])=O.[Pd+2]. The product is [CH2:82]([C:70]1[N:69]([C@@H:65]2[C:66]3[C:62](=[CH:61][C:60]([C:45]4[CH:46]=[CH:47][CH:48]=[CH:49][C:44]=4[C:43]4[N:39]([C:20]([C:33]5[CH:34]=[CH:35][CH:36]=[CH:37][CH:38]=5)([C:27]5[CH:28]=[CH:29][CH:30]=[CH:31][CH:32]=5)[C:21]5[CH:26]=[CH:25][CH:24]=[CH:23][CH:22]=5)[N:40]=[N:41][N:42]=4)=[CH:68][CH:67]=3)[CH2:63][CH2:64]2)[C:73]2=[N:74][C:75]([CH2:79][O:80][CH3:81])=[CH:76][C:77]([CH3:78])=[C:72]2[N:71]=1)[CH3:83]. The yield is 0.660. (8) The reactants are [Br:1][C:2]1[CH:3]=[C:4]([NH2:9])[C:5]([Cl:8])=[N:6][CH:7]=1.[CH3:10][S:11](Cl)(=[O:13])=[O:12]. The catalyst is N1C=CC=CC=1. The product is [Br:1][C:2]1[CH:3]=[C:4]([N:9]([S:11]([CH3:10])(=[O:13])=[O:12])[S:11]([CH3:10])(=[O:13])=[O:12])[C:5]([Cl:8])=[N:6][CH:7]=1. The yield is 0.969.